From a dataset of Forward reaction prediction with 1.9M reactions from USPTO patents (1976-2016). Predict the product of the given reaction. Given the reactants [C:1]([O:5][C:6]([NH:8][CH2:9][C:10]1[CH:11]=[C:12]([N+:17]([O-])=O)[CH:13]=[CH:14][C:15]=1[Cl:16])=[O:7])([CH3:4])([CH3:3])[CH3:2], predict the reaction product. The product is: [C:1]([O:5][C:6]([NH:8][CH2:9][C:10]1[CH:11]=[C:12]([CH:13]=[CH:14][C:15]=1[Cl:16])[NH2:17])=[O:7])([CH3:4])([CH3:2])[CH3:3].